This data is from Forward reaction prediction with 1.9M reactions from USPTO patents (1976-2016). The task is: Predict the product of the given reaction. The product is: [NH2:1][C:2]1[N:7]([C:8]2[C:13]([F:14])=[CH:12][C:11]([CH3:27])=[CH:10][C:9]=2[F:16])[C:6](=[O:17])[CH:5]=[CH:4][C:3]=1[C:18](=[O:26])[C:19]1[CH:24]=[CH:23][C:22]([F:25])=[CH:21][CH:20]=1. Given the reactants [NH2:1][C:2]1[N:7]([C:8]2[C:13]([F:14])=[CH:12][C:11](Br)=[CH:10][C:9]=2[F:16])[C:6](=[O:17])[CH:5]=[CH:4][C:3]=1[C:18](=[O:26])[C:19]1[CH:24]=[CH:23][C:22]([F:25])=[CH:21][CH:20]=1.[CH2:27](N(CC)CC)C.CB1OB(C)OB(C)O1.C1(C)C=CC=CC=1P(C1C=CC=CC=1C)C1C=CC=CC=1C, predict the reaction product.